This data is from Full USPTO retrosynthesis dataset with 1.9M reactions from patents (1976-2016). The task is: Predict the reactants needed to synthesize the given product. Given the product [CH2:20]([NH:19][N:16]1[C:17](=[O:18])[C:12]([C:4]2[NH:5][C:6]3[CH:11]=[CH:10][CH:9]=[CH:8][C:7]=3[S:2](=[O:1])(=[O:28])[N:3]=2)=[C:13]([OH:27])[C:14]2[S:26][CH:25]=[CH:24][C:15]1=2)[CH2:21][CH2:23][CH3:29], predict the reactants needed to synthesize it. The reactants are: [O:1]=[S:2]1(=[O:28])[C:7]2[CH:8]=[CH:9][CH:10]=[CH:11][C:6]=2[NH:5][C:4]([C:12]2[C:17](=[O:18])[N:16]([N:19]=[CH:20][CH:21]([CH3:23])C)[C:15]3[CH:24]=[CH:25][S:26][C:14]=3[C:13]=2[OH:27])=[N:3]1.[CH3:29]O.[BH4-].[Li+].Cl.